From a dataset of NCI-60 drug combinations with 297,098 pairs across 59 cell lines. Regression. Given two drug SMILES strings and cell line genomic features, predict the synergy score measuring deviation from expected non-interaction effect. (1) Drug 1: CC12CCC(CC1=CCC3C2CCC4(C3CC=C4C5=CN=CC=C5)C)O. Drug 2: CC1=C(C=C(C=C1)C(=O)NC2=CC(=CC(=C2)C(F)(F)F)N3C=C(N=C3)C)NC4=NC=CC(=N4)C5=CN=CC=C5. Cell line: PC-3. Synergy scores: CSS=10.7, Synergy_ZIP=3.57, Synergy_Bliss=2.54, Synergy_Loewe=5.67, Synergy_HSA=2.97. (2) Drug 1: CC1CCC2CC(C(=CC=CC=CC(CC(C(=O)C(C(C(=CC(C(=O)CC(OC(=O)C3CCCCN3C(=O)C(=O)C1(O2)O)C(C)CC4CCC(C(C4)OC)OCCO)C)C)O)OC)C)C)C)OC. Drug 2: C1=CC=C(C(=C1)C(C2=CC=C(C=C2)Cl)C(Cl)Cl)Cl. Cell line: NCIH23. Synergy scores: CSS=4.47, Synergy_ZIP=2.35, Synergy_Bliss=3.49, Synergy_Loewe=3.25, Synergy_HSA=0.890. (3) Drug 1: C1=CC(=CC=C1CCCC(=O)O)N(CCCl)CCCl. Drug 2: CC(C)(C#N)C1=CC(=CC(=C1)CN2C=NC=N2)C(C)(C)C#N. Cell line: SR. Synergy scores: CSS=37.4, Synergy_ZIP=-3.25, Synergy_Bliss=-6.78, Synergy_Loewe=-6.36, Synergy_HSA=-5.76.